This data is from Reaction yield outcomes from USPTO patents with 853,638 reactions. The task is: Predict the reaction yield, written as a fraction of the theoretical maximum amount of product (1.0 means a 100% yield; for example, 0.34 means a 34% yield). The reactants are [C:1]([O:5][C:6]([N:8]1[C:16]2[C:11](=[CH:12][CH:13]=[C:14]([OH:17])[CH:15]=2)[CH:10]=[C:9]1[C:18]1[CH:23]=[C:22]([C:24]2[CH:29]=[CH:28][N:27]=[CH:26][CH:25]=2)[N:21]=[N:20][C:19]=1[O:30][CH3:31])=[O:7])([CH3:4])([CH3:3])[CH3:2].C1(P(C2C=CC=CC=2)C2C=CC=CC=2)C=CC=CC=1.[CH3:51][N:52]([CH3:56])[CH2:53][CH2:54]O.N(C(OCC)=O)=NC(OCC)=O. The catalyst is C1(C)C=CC=CC=1.C1COCC1. The product is [C:1]([O:5][C:6]([N:8]1[C:16]2[C:11](=[CH:12][CH:13]=[C:14]([O:17][CH2:54][CH2:53][N:52]([CH3:56])[CH3:51])[CH:15]=2)[CH:10]=[C:9]1[C:18]1[CH:23]=[C:22]([C:24]2[CH:25]=[CH:26][N:27]=[CH:28][CH:29]=2)[N:21]=[N:20][C:19]=1[O:30][CH3:31])=[O:7])([CH3:4])([CH3:3])[CH3:2]. The yield is 0.430.